From a dataset of Reaction yield outcomes from USPTO patents with 853,638 reactions. Predict the reaction yield, written as a fraction of the theoretical maximum amount of product (1.0 means a 100% yield; for example, 0.34 means a 34% yield). The reactants are [CH:1]([C:3]1[CH:4]=[CH:5][C:6]([N:11]2[CH:15]=[N:14][C:13]([N+:16]([O-:18])=[O:17])=[N:12]2)=[C:7]([CH:10]=1)[C:8]#[N:9])=O.[C:19]([O-])([O-])=O.[K+].[K+]. The catalyst is O1CCOCC1.[Br-].C[P+](C1C=CC=CC=1)(C1C=CC=CC=1)C1C=CC=CC=1. The product is [N+:16]([C:13]1[N:14]=[CH:15][N:11]([C:6]2[CH:5]=[CH:4][C:3]([CH:1]=[CH2:19])=[CH:10][C:7]=2[C:8]#[N:9])[N:12]=1)([O-:18])=[O:17]. The yield is 0.700.